Dataset: Catalyst prediction with 721,799 reactions and 888 catalyst types from USPTO. Task: Predict which catalyst facilitates the given reaction. Reactant: [N+:1]([C:4]1[CH:9]=[CH:8][C:7]([N:10]2[CH2:15][CH:14]3[CH2:16][CH:11]2[C:12](=O)[CH2:13]3)=[CH:6][CH:5]=1)([O-:3])=[O:2].[O-]S([O-])(=O)=O.[Na+].[Na+].[C@@H:25]1([NH2:32])[CH2:30][CH2:29][CH2:28][CH2:27][C@H:26]1[NH2:31].C(O)(=O)C.C(O[BH-](OC(=O)C)OC(=O)C)(=O)C.[Na+]. Product: [N+:1]([C:4]1[CH:9]=[CH:8][C:7]([N:10]2[CH2:15][CH:14]3[CH2:16][CH:11]2[C@@H:12]([NH:31][C@@H:26]2[CH2:27][CH2:28][CH2:29][CH2:30][C@H:25]2[NH2:32])[CH2:13]3)=[CH:6][CH:5]=1)([O-:3])=[O:2]. The catalyst class is: 2.